This data is from Reaction yield outcomes from USPTO patents with 853,638 reactions. The task is: Predict the reaction yield, written as a fraction of the theoretical maximum amount of product (1.0 means a 100% yield; for example, 0.34 means a 34% yield). (1) The reactants are C[Si]([C:5]#[N:6])(C)C.[OH:7][C:8]1[CH:14]=[CH:13][C:11]([NH2:12])=[CH:10][CH:9]=1.[C:15]1(=O)[CH2:18][CH2:17][CH2:16]1.ClCCl. The catalyst is CC(C)=O. The product is [OH:7][C:8]1[CH:14]=[CH:13][C:11]([NH:12][C:15]2([C:5]#[N:6])[CH2:18][CH2:17][CH2:16]2)=[CH:10][CH:9]=1. The yield is 0.960. (2) The reactants are [CH:1]1[N:5]2[C:6]3[C:11]([NH:12][C:13](=O)[C:4]2=[N:3][CH:2]=1)=[CH:10][CH:9]=[CH:8][CH:7]=3.C(N(CC)C1C=CC=CC=1)C.C(Cl)[Cl:27].CO. The catalyst is P(Cl)(Cl)(Cl)=O. The product is [Cl:27][C:13]1[C:4]2[N:5]([CH:1]=[CH:2][N:3]=2)[C:6]2[C:11]([N:12]=1)=[CH:10][CH:9]=[CH:8][CH:7]=2. The yield is 0.750.